Dataset: Full USPTO retrosynthesis dataset with 1.9M reactions from patents (1976-2016). Task: Predict the reactants needed to synthesize the given product. (1) Given the product [CH:10]([C:4]1[C:5]([CH3:9])=[CH:6][CH:7]=[CH:8][C:3]=1[O:2][CH3:1])([CH3:12])[CH3:11], predict the reactants needed to synthesize it. The reactants are: [CH3:1][O:2][C:3]1[CH:8]=[CH:7][CH:6]=[C:5]([CH3:9])[C:4]=1[C:10](O)([CH3:12])[CH3:11]. (2) Given the product [CH2:12]([N:4]([CH2:1][CH:2]=[CH2:3])[C:5]1[CH:10]=[CH:9][C:8]([CH2:18][OH:19])=[C:7]([Br:11])[CH:6]=1)[CH:13]=[CH2:14], predict the reactants needed to synthesize it. The reactants are: [CH2:1]([N:4]([CH2:12][CH:13]=[CH2:14])[C:5]1[CH:10]=[CH:9][CH:8]=[C:7]([Br:11])[CH:6]=1)[CH:2]=[CH2:3].CN([CH:18]=[O:19])C.P(Cl)(Cl)(Cl)=O.[OH-].[Na+].[BH4-].[Na+]. (3) Given the product [CH2:10]([O:12][C:13](=[O:31])[C:14]([CH3:30])([CH3:29])[CH2:15][CH2:16][CH2:17][CH2:18][CH2:19][CH:20]([C:21]1[CH:26]=[CH:25][CH:24]=[CH:23][C:22]=1[Cl:27])[N:6]1[CH2:7][CH2:8][C:9]2[O:1][CH:2]=[CH:3][C:4]=2[CH2:5]1)[CH3:11], predict the reactants needed to synthesize it. The reactants are: [O:1]1[C:9]2[CH2:8][CH2:7][NH:6][CH2:5][C:4]=2[CH:3]=[CH:2]1.[CH2:10]([O:12][C:13](=[O:31])[C:14]([CH3:30])([CH3:29])[CH2:15][CH2:16][CH2:17][CH2:18][CH2:19][CH:20](Br)[C:21]1[CH:26]=[CH:25][CH:24]=[CH:23][C:22]=1[Cl:27])[CH3:11].C(=O)([O-])[O-].[K+].[K+]. (4) Given the product [CH2:1]([O:3][P:4]([C:9]1[CH:13]=[CH:12][S:11][C:10]=1[C:20]1[S:21][CH:22]=[CH:23][C:24]=1[P:25]([O:30][CH2:31][CH3:32])([O:27][CH2:28][CH3:29])=[O:26])([O:6][CH2:7][CH3:8])=[O:5])[CH3:2], predict the reactants needed to synthesize it. The reactants are: [CH2:1]([O:3][P:4]([C:9]1[CH:13]=[CH:12][S:11][C:10]=1I)([O:6][CH2:7][CH3:8])=[O:5])[CH3:2].C([Sn](CCCC)(CCCC)[C:20]1[S:21][CH:22]=[CH:23][C:24]=1[P:25]([O:30][CH2:31][CH3:32])([O:27][CH2:28][CH3:29])=[O:26])CCC.Cl. (5) Given the product [N+:12]([C:15]1[CH:22]=[CH:21][C:18]([CH2:19][N:3]2[C:11]3[C:6](=[CH:7][CH:8]=[CH:9][CH:10]=3)[CH:5]=[CH:4]2)=[CH:17][CH:16]=1)([O-:14])=[O:13], predict the reactants needed to synthesize it. The reactants are: [H-].[Na+].[NH:3]1[C:11]2[C:6](=[CH:7][CH:8]=[CH:9][CH:10]=2)[CH:5]=[CH:4]1.[N+:12]([C:15]1[CH:22]=[CH:21][C:18]([CH2:19]Cl)=[CH:17][CH:16]=1)([O-:14])=[O:13].O. (6) Given the product [Br:1][C:2]1[CH:3]=[C:4]2[C:9](=[CH:10][CH:11]=1)[C:8](=[O:12])[NH:7][C:6](=[O:13])/[C:5]/2=[CH:14]\[N:26]([CH2:25][C:22]1[CH:23]=[CH:24][C:19]([O:18][CH3:17])=[C:20]([OH:28])[CH:21]=1)[CH3:27], predict the reactants needed to synthesize it. The reactants are: [Br:1][C:2]1[CH:3]=[C:4]2[C:9](=[CH:10][CH:11]=1)[C:8](=[O:12])[NH:7][C:6](=[O:13])/[C:5]/2=[CH:14]/OC.[CH3:17][O:18][C:19]1[CH:24]=[CH:23][C:22]([CH2:25][NH:26][CH3:27])=[CH:21][C:20]=1[OH:28].